Dataset: Reaction yield outcomes from USPTO patents with 853,638 reactions. Task: Predict the reaction yield, written as a fraction of the theoretical maximum amount of product (1.0 means a 100% yield; for example, 0.34 means a 34% yield). (1) The reactants are [F:1][C:2]1[CH:7]=[CH:6][CH:5]=[C:4]([F:8])[C:3]=1[C:9]1[O:10][C:11]([NH:17][C:18]2[CH:23]=[CH:22][CH:21]=[CH:20][CH:19]=2)=[C:12]([C:14](O)=[O:15])[N:13]=1.O.OC1C2N=N[NH:31]C=2C=CC=1.CN(C)CCCN=C=NCC.N.O1CCOCC1. The catalyst is C(Cl)Cl. The product is [F:8][C:4]1[CH:5]=[CH:6][CH:7]=[C:2]([F:1])[C:3]=1[C:9]1[O:10][C:11]([NH:17][C:18]2[CH:23]=[CH:22][CH:21]=[CH:20][CH:19]=2)=[C:12]([C:14]([NH2:31])=[O:15])[N:13]=1. The yield is 0.200. (2) The reactants are [CH3:1][O:2][C:3]1[CH:4]=[C:5]2[C:10](=[CH:11][C:12]=1[O:13][CH3:14])[N:9]=[CH:8][CH:7]=[C:6]2[O:15][C:16]1[C:22]([CH3:23])=[CH:21][C:19]([NH2:20])=[C:18]([CH3:24])[CH:17]=1.C1(C)C=CC=CC=1.C(N(CC)CC)C.Cl[C:40](Cl)([O:42][C:43](=[O:49])OC(Cl)(Cl)Cl)Cl.[F:51][C:52]1[CH:59]=[CH:58][C:55](CO)=[CH:54][CH:53]=1. The catalyst is C(Cl)Cl. The product is [CH3:1][O:2][C:3]1[CH:4]=[C:5]2[C:10](=[CH:11][C:12]=1[O:13][CH3:14])[N:9]=[CH:8][CH:7]=[C:6]2[O:15][C:16]1[C:22]([CH3:23])=[CH:21][C:19]([NH:20][C:43](=[O:49])[O:42][CH2:40][C:55]2[CH:58]=[CH:59][C:52]([F:51])=[CH:53][CH:54]=2)=[C:18]([CH3:24])[CH:17]=1. The yield is 0.680.